This data is from Catalyst prediction with 721,799 reactions and 888 catalyst types from USPTO. The task is: Predict which catalyst facilitates the given reaction. (1) Reactant: [CH2:1]([O:8][C:9]1[CH:14]=[C:13](I)[CH:12]=[CH:11][C:10]=1[N:16]1[S:20](=[O:22])(=[O:21])[NH:19][C:18](=[O:23])[CH2:17]1)[C:2]1[CH:7]=[CH:6][CH:5]=[CH:4][CH:3]=1.[CH:24]([Si:27]([CH:39]([CH3:41])[CH3:40])([CH:36]([CH3:38])[CH3:37])[N:28]1[CH:32]=[CH:31][C:30](B(O)O)=[CH:29]1)([CH3:26])[CH3:25].C([O-])([O-])=O.[Na+].[Na+]. Product: [CH2:1]([O:8][C:9]1[CH:14]=[C:13]([C:30]2[CH:31]=[CH:32][N:28]([Si:27]([CH:36]([CH3:38])[CH3:37])([CH:39]([CH3:41])[CH3:40])[CH:24]([CH3:25])[CH3:26])[CH:29]=2)[CH:12]=[CH:11][C:10]=1[N:16]1[S:20](=[O:22])(=[O:21])[NH:19][C:18](=[O:23])[CH2:17]1)[C:2]1[CH:7]=[CH:6][CH:5]=[CH:4][CH:3]=1. The catalyst class is: 104. (2) Reactant: [F:1][C:2]([F:31])([F:30])[CH2:3][O:4][C:5]1[N:10]=[C:9]([CH2:11][NH:12]C(=O)OC(C)(C)C)[CH:8]=[C:7]([C:20]2[CH:21]=[N:22][C:23]([C:26]([F:29])([F:28])[F:27])=[N:24][CH:25]=2)[N:6]=1.[ClH:32]. Product: [ClH:32].[F:30][C:2]([F:1])([F:31])[CH2:3][O:4][C:5]1[N:6]=[C:7]([C:20]2[CH:25]=[N:24][C:23]([C:26]([F:28])([F:29])[F:27])=[N:22][CH:21]=2)[CH:8]=[C:9]([CH2:11][NH2:12])[N:10]=1. The catalyst class is: 12. (3) Reactant: I[C:2]1[C:10]2[C:9]([C:11]#[N:12])=[CH:8][CH:7]=[CH:6][C:5]=2[N:4]([CH:13]2[CH2:18][CH2:17][CH2:16][CH2:15][O:14]2)[N:3]=1.[O-]P([O-])([O-])=O.[K+].[K+].[K+].[CH3:27]B1OB(C)OB(C)O1. Product: [CH3:27][C:2]1[C:10]2[C:9]([C:11]#[N:12])=[CH:8][CH:7]=[CH:6][C:5]=2[N:4]([CH:13]2[CH2:18][CH2:17][CH2:16][CH2:15][O:14]2)[N:3]=1. The catalyst class is: 151.